From a dataset of Forward reaction prediction with 1.9M reactions from USPTO patents (1976-2016). Predict the product of the given reaction. (1) The product is: [F:1][CH2:2][CH2:3][NH:4][C:12]1[CH:17]=[CH:16][C:15]([C:18]2[O:19][C:20]3[CH:26]=[C:25]([O:27][CH3:28])[CH:24]=[CH:23][C:21]=3[N:22]=2)=[CH:14][N:13]=1. Given the reactants [F:1][CH2:2][CH2:3][N:4]([C:12]1[CH:17]=[CH:16][C:15]([C:18]2[O:19][C:20]3[CH:26]=[C:25]([O:27][CH3:28])[CH:24]=[CH:23][C:21]=3[N:22]=2)=[CH:14][N:13]=1)C(=O)OC(C)(C)C.FC(F)(F)C(O)=O.O.[OH-].[Na+], predict the reaction product. (2) Given the reactants [OH:1][CH2:2][CH:3]1[CH2:7][N:6]([C@@H:8]([CH2:12][CH3:13])[C:9]([NH2:11])=[O:10])[C:5](=[O:14])[CH2:4]1.[C:15]1(O)[CH:20]=[CH:19][CH:18]=[CH:17][CH:16]=1.N(C(OCC)=O)=NC(OCC)=O.C1(P(C2C=CC=CC=2)C2C=CC=CC=2)C=CC=CC=1, predict the reaction product. The product is: [O:14]=[C:5]1[CH2:4][CH:3]([CH2:2][O:1][C:15]2[CH:20]=[CH:19][CH:18]=[CH:17][CH:16]=2)[CH2:7][N:6]1[C@@H:8]([CH2:12][CH3:13])[C:9]([NH2:11])=[O:10]. (3) Given the reactants [CH2:1]([NH:7][CH2:8][CH2:9][CH2:10][CH2:11][CH2:12][CH3:13])[CH2:2][CH2:3][CH2:4][CH2:5][CH3:6].[CH2:14]1[O:16][CH:15]1[CH2:17][OH:18], predict the reaction product. The product is: [CH2:8]([N:7]([CH2:1][CH2:2][CH2:3][CH2:4][CH2:5][CH3:6])[CH2:14][CH:15]([OH:16])[CH2:17][OH:18])[CH2:9][CH2:10][CH2:11][CH2:12][CH3:13]. (4) Given the reactants [NH:1]1[C:9]2[C:4](=CC=CC=2)[CH:3]=[CH:2]1.Br[C:11]1[C:23]2[C:22]3[C:17](=[CH:18][CH:19]=[C:20]([Cl:24])[CH:21]=3)[NH:16][C:15]=2[C:14]([O:25][CH2:26][CH2:27][N:28]([CH3:30])[CH3:29])=[C:13]2[NH:31][C:32]3[CH:33]=[CH:34][C:35]([Cl:38])=[CH:36][C:37]=3[C:12]=12, predict the reaction product. The product is: [Cl:38][C:35]1[CH:36]=[C:37]2[C:32](=[CH:33][CH:34]=1)[NH:31][C:13]1[C:14]([O:25][CH2:26][CH2:27][N:28]([CH3:30])[CH3:29])=[C:15]3[NH:16][C:17]4[CH:18]=[CH:19][C:20]([Cl:24])=[CH:21][C:22]=4[C:23]3=[C:11]([N:1]3[CH2:9][CH2:4][CH2:3][CH2:2]3)[C:12]2=1. (5) Given the reactants [CH2:1]([N:8]1[CH2:14][CH:13]2[CH2:15][CH:10]([C:11](=[CH:17]N(C)C)[C:12]2=O)[CH2:9]1)[C:2]1[CH:7]=[CH:6][CH:5]=[CH:4][CH:3]=1.C(=O)([O-])[O-].[K+].[K+].Cl.[C:28]([NH2:31])(=[NH:30])[CH3:29].C(OCC)(=O)C, predict the reaction product. The product is: [CH2:1]([N:8]1[CH2:14][CH:13]2[CH2:15][CH:10]([C:11]3[CH:17]=[N:30][C:28]([CH3:29])=[N:31][C:12]=32)[CH2:9]1)[C:2]1[CH:3]=[CH:4][CH:5]=[CH:6][CH:7]=1. (6) Given the reactants [CH2:1]([S:5]([NH:8][C:9](=[O:43])[CH2:10][C@H:11]1[O:17][C@H:16]([C:18]2[CH:23]=[CH:22][CH:21]=[C:20]([O:24][CH3:25])[C:19]=2[O:26][CH3:27])[C:15]2[CH:28]=[C:29]([Cl:32])[CH:30]=[CH:31][C:14]=2[N:13]([CH2:33][C:34]([CH3:41])([CH3:40])[CH2:35][O:36]C(=O)C)[C:12]1=[O:42])(=[O:7])=[O:6])[CH2:2][CH2:3][CH3:4].[OH-].[Na+].C(O)C, predict the reaction product. The product is: [CH2:1]([S:5]([NH:8][C:9](=[O:43])[CH2:10][C@H:11]1[O:17][C@H:16]([C:18]2[CH:23]=[CH:22][CH:21]=[C:20]([O:24][CH3:25])[C:19]=2[O:26][CH3:27])[C:15]2[CH:28]=[C:29]([Cl:32])[CH:30]=[CH:31][C:14]=2[N:13]([CH2:33][C:34]([CH3:41])([CH3:40])[CH2:35][OH:36])[C:12]1=[O:42])(=[O:7])=[O:6])[CH2:2][CH2:3][CH3:4]. (7) Given the reactants C(O)(C(F)(F)F)=O.C(OC([N:15]1[CH2:19][CH2:18][CH:17]([N:20]2[C:25]3[N:26]=[C:27]([NH2:31])[N:28]=[C:29]([CH3:30])[C:24]=3[CH:23]=[C:22]([C:32]3[CH:33]=[N:34][C:35]([O:38][CH3:39])=[CH:36][CH:37]=3)[C:21]2=[O:40])[CH2:16]1)=O)(C)(C)C, predict the reaction product. The product is: [NH2:31][C:27]1[N:28]=[C:29]([CH3:30])[C:24]2[CH:23]=[C:22]([C:32]3[CH:33]=[N:34][C:35]([O:38][CH3:39])=[CH:36][CH:37]=3)[C:21](=[O:40])[N:20]([CH:17]3[CH2:18][CH2:19][NH:15][CH2:16]3)[C:25]=2[N:26]=1. (8) Given the reactants C[O-].[Na+].[C:4]([O:11]C)(=O)[CH2:5][C:6]([O:8][CH3:9])=[O:7].[NH2:13][C:14]1[C:15]([C:20](OC)=[O:21])=[N:16][CH:17]=[CH:18][N:19]=1, predict the reaction product. The product is: [CH3:9][O:8][C:6]([C:5]1[C:4](=[O:11])[NH:13][C:14]2=[N:19][CH:18]=[CH:17][N:16]=[C:15]2[C:20]=1[OH:21])=[O:7].